The task is: Predict the reactants needed to synthesize the given product.. This data is from Full USPTO retrosynthesis dataset with 1.9M reactions from patents (1976-2016). The reactants are: [CH3:1][O:2][C:3]1[CH:20]=[CH:19][C:6]([C:7]([CH:9]2[CH2:14][CH2:13][N:12]([CH2:15][C:16]([OH:18])=O)[CH2:11][CH2:10]2)=[O:8])=[CH:5][CH:4]=1.[CH:21]1([CH2:24][NH:25][CH2:26][C:27]2[NH:36][C:35](=[O:37])[C:34]3[CH2:33][CH2:32][CH2:31][CH2:30][C:29]=3[N:28]=2)[CH2:23][CH2:22]1. Given the product [CH:21]1([CH2:24][N:25]([CH2:26][C:27]2[NH:36][C:35](=[O:37])[C:34]3[CH2:33][CH2:32][CH2:31][CH2:30][C:29]=3[N:28]=2)[C:16](=[O:18])[CH2:15][N:12]2[CH2:11][CH2:10][CH:9]([C:7](=[O:8])[C:6]3[CH:5]=[CH:4][C:3]([O:2][CH3:1])=[CH:20][CH:19]=3)[CH2:14][CH2:13]2)[CH2:23][CH2:22]1, predict the reactants needed to synthesize it.